The task is: Predict the reaction yield, written as a fraction of the theoretical maximum amount of product (1.0 means a 100% yield; for example, 0.34 means a 34% yield).. This data is from Reaction yield outcomes from USPTO patents with 853,638 reactions. (1) The reactants are [CH3:1][O:2][C:3]1[CH:4]=[C:5]([C:13]2[CH:14]=[C:15]3[CH2:21][C:20](=[O:22])[NH:19][C:16]3=[N:17][CH:18]=2)[CH:6]=[C:7]([O:11][CH3:12])[C:8]=1[O:9][CH3:10].[C:23]([C:25]1[CH:32]=[CH:31][C:28]([CH:29]=O)=[CH:27][CH:26]=1)#[N:24].C(N(CC)CC)C. The catalyst is C1(C)C=CC=CC=1. The product is [O:22]=[C:20]1[NH:19][C:16]2=[N:17][CH:18]=[C:13]([C:5]3[CH:6]=[C:7]([O:11][CH3:12])[C:8]([O:9][CH3:10])=[C:3]([O:2][CH3:1])[CH:4]=3)[CH:14]=[C:15]2[C:21]1=[CH:29][C:28]1[CH:31]=[CH:32][C:25]([C:23]#[N:24])=[CH:26][CH:27]=1. The yield is 0.540. (2) The product is [F:1][C:2]1[CH:7]=[CH:6][C:5]([C:8]2[S:12][C:11]3[CH:13]=[C:14]([OH:17])[CH:15]=[CH:16][C:10]=3[C:9]=2[O:19][C:20]2[CH:21]=[CH:22][C:23](/[CH:24]=[CH:25]/[C:26]3[NH:30][C:29]([CH3:31])=[N:28][N:27]=3)=[CH:32][CH:33]=2)=[C:4]([CH3:34])[CH:3]=1. The yield is 0.480. The catalyst is C(Cl)Cl. The reactants are [F:1][C:2]1[CH:7]=[CH:6][C:5]([C:8]2[S:12][C:11]3[CH:13]=[C:14]([O:17]C)[CH:15]=[CH:16][C:10]=3[C:9]=2[O:19][C:20]2[CH:33]=[CH:32][C:23](/[CH:24]=[CH:25]/[C:26]3[NH:30][C:29]([CH3:31])=[N:28][N:27]=3)=[CH:22][CH:21]=2)=[C:4]([CH3:34])[CH:3]=1.B(Br)(Br)Br. (3) The reactants are C([C:3]1[C:4](=[O:11])[NH:5][C:6]([CH3:10])=[C:7]([CH3:9])[CH:8]=1)#N.Cl. The catalyst is O. The product is [CH3:9][C:7]1[CH:8]=[CH:3][C:4](=[O:11])[NH:5][C:6]=1[CH3:10]. The yield is 0.943. (4) The reactants are [NH2:1][C:2]1[CH:7]=[CH:6][CH:5]=[CH:4][C:3]=1[NH:8][C:9](=[O:28])[C:10]1[CH:15]=[CH:14][C:13]([CH2:16][N:17]2[CH2:25][C:24]3[C:19](=[CH:20][CH:21]=[C:22](Br)[CH:23]=3)[C:18]2=[O:27])=[CH:12][CH:11]=1.[CH3:29][O:30][C:31]1[CH:32]=[C:33](B(O)O)[CH:34]=[CH:35][C:36]=1[O:37][CH3:38]. No catalyst specified. The product is [NH2:1][C:2]1[CH:7]=[CH:6][CH:5]=[CH:4][C:3]=1[NH:8][C:9](=[O:28])[C:10]1[CH:15]=[CH:14][C:13]([CH2:16][N:17]2[CH2:25][C:24]3[C:19](=[CH:20][CH:21]=[C:22]([C:34]4[CH:33]=[CH:32][C:31]([O:30][CH3:29])=[C:36]([O:37][CH3:38])[CH:35]=4)[CH:23]=3)[C:18]2=[O:27])=[CH:12][CH:11]=1. The yield is 0.520. (5) The yield is 0.370. No catalyst specified. The reactants are [Cl:1][C:2]1[C:11]2[C:6](=[CH:7][C:8]([O:14][CH2:15][CH2:16][CH2:17][N:18]3[CH2:22][CH2:21][CH2:20][CH2:19]3)=[C:9]([C:12]#[N:13])[CH:10]=2)[N:5]=[CH:4][CH:3]=1.[NH2:23][C:24]1[CH:25]=[C:26]2[C:30](=[CH:31][CH:32]=1)[NH:29][C:28]([CH3:33])=[CH:27]2. The product is [ClH:1].[C:12]([C:9]1[CH:10]=[C:11]2[C:6](=[CH:7][C:8]=1[O:14][CH2:15][CH2:16][CH2:17][N:18]1[CH2:22][CH2:21][CH2:20][CH2:19]1)[N:5]=[CH:4][CH:3]=[C:2]2[NH:23][C:24]1[CH:25]=[C:26]2[C:30](=[CH:31][CH:32]=1)[NH:29][C:28]([CH3:33])=[CH:27]2)#[N:13]. (6) The reactants are C(N(C(C)C)CC)(C)C.[N:10]1([C:15]2[CH:16]=[C:17]([CH:21]=[CH:22][N:23]=2)[C:18]([OH:20])=O)[CH:14]=[CH:13][N:12]=[CH:11]1.CN(C(ON1N=NC2C=CC=CC1=2)=[N+](C)C)C.[B-](F)(F)(F)F.[NH2:46][C:47]1[CH:54]=[CH:53][CH:52]=[C:51]([O:55][CH2:56][C:57]([NH2:60])([CH3:59])[CH3:58])[C:48]=1[C:49]#[N:50]. The catalyst is CN(C=O)C.O. The product is [NH2:46][C:47]1[C:48]([C:49]#[N:50])=[C:51]([CH:52]=[CH:53][CH:54]=1)[O:55][CH2:56][C:57]([NH:60][C:18](=[O:20])[C:17]1[CH:21]=[CH:22][N:23]=[C:15]([N:10]2[CH:14]=[CH:13][N:12]=[CH:11]2)[CH:16]=1)([CH3:59])[CH3:58]. The yield is 1.00. (7) The product is [Cl:1][C:2]1[N:3]=[C:4]([NH:19][C:15]2[CH:14]=[C:13]3[C:18](=[CH:17][CH:16]=2)[NH:10][N:11]=[CH:12]3)[CH:5]=[C:6]([Cl:8])[N:7]=1. The catalyst is CCO. The yield is 0.400. The reactants are [Cl:1][C:2]1[N:7]=[C:6]([Cl:8])[CH:5]=[C:4](Cl)[N:3]=1.[NH:10]1[C:18]2[C:13](=[CH:14][C:15]([NH2:19])=[CH:16][CH:17]=2)[CH:12]=[N:11]1.